This data is from NCI-60 drug combinations with 297,098 pairs across 59 cell lines. The task is: Regression. Given two drug SMILES strings and cell line genomic features, predict the synergy score measuring deviation from expected non-interaction effect. (1) Drug 1: C1CC(C1)(C(=O)O)C(=O)O.[NH2-].[NH2-].[Pt+2]. Drug 2: CCN(CC)CCCC(C)NC1=C2C=C(C=CC2=NC3=C1C=CC(=C3)Cl)OC. Cell line: SK-MEL-5. Synergy scores: CSS=13.3, Synergy_ZIP=-5.75, Synergy_Bliss=-3.58, Synergy_Loewe=-4.64, Synergy_HSA=-4.51. (2) Drug 1: C(=O)(N)NO. Drug 2: CCC1(C2=C(COC1=O)C(=O)N3CC4=CC5=C(C=CC(=C5CN(C)C)O)N=C4C3=C2)O.Cl. Cell line: A549. Synergy scores: CSS=34.5, Synergy_ZIP=-5.75, Synergy_Bliss=-3.40, Synergy_Loewe=-1.47, Synergy_HSA=-0.392.